From a dataset of NCI-60 drug combinations with 297,098 pairs across 59 cell lines. Regression. Given two drug SMILES strings and cell line genomic features, predict the synergy score measuring deviation from expected non-interaction effect. Drug 1: C1=NC2=C(N1)C(=S)N=CN2. Drug 2: C1CN(CCN1C(=O)CCBr)C(=O)CCBr. Cell line: IGROV1. Synergy scores: CSS=16.8, Synergy_ZIP=-3.71, Synergy_Bliss=1.50, Synergy_Loewe=0.326, Synergy_HSA=0.443.